From a dataset of Forward reaction prediction with 1.9M reactions from USPTO patents (1976-2016). Predict the product of the given reaction. (1) Given the reactants [C:1]([C:3]1[CH:8]=[CH:7][C:6]([C@H:9]([OH:23])[CH2:10][N:11]2[CH2:16][CH2:15][CH2:14][C@H:13]([CH2:17][C:18]([O:20][CH2:21][CH3:22])=[O:19])[CH2:12]2)=[CH:5][CH:4]=1)#[N:2].CCN(C(C)C)C(C)C.FC(F)(F)S(O[Si:39]([C:42]([CH3:45])([CH3:44])[CH3:43])([CH3:41])[CH3:40])(=O)=O, predict the reaction product. The product is: [Si:39]([O:23][C@@H:9]([C:6]1[CH:5]=[CH:4][C:3]([C:1]#[N:2])=[CH:8][CH:7]=1)[CH2:10][N:11]1[CH2:16][CH2:15][CH2:14][C@H:13]([CH2:17][C:18]([O:20][CH2:21][CH3:22])=[O:19])[CH2:12]1)([C:42]([CH3:45])([CH3:44])[CH3:43])([CH3:41])[CH3:40]. (2) The product is: [CH3:1][S:2]([O:6][C:7]1[CH:8]=[CH:9][C:10]([C:13]2([C:21]3[CH:26]=[C:25]([C:27]4[CH:32]=[CH:31][CH:30]=[C:29]([O:33][CH3:34])[CH:28]=4)[CH:24]=[CH:23][N:22]=3)[C:14](=[O:20])[N:15]([CH3:19])[C:16](=[S:18])[NH:17]2)=[CH:11][CH:12]=1)(=[O:4])=[O:3]. Given the reactants [CH3:1][S:2](Cl)(=[O:4])=[O:3].[OH:6][C:7]1[CH:12]=[CH:11][C:10]([C:13]2([C:21]3[CH:26]=[C:25]([C:27]4[CH:32]=[CH:31][CH:30]=[C:29]([O:33][CH3:34])[CH:28]=4)[CH:24]=[CH:23][N:22]=3)[NH:17][C:16](=[S:18])[N:15]([CH3:19])[C:14]2=[O:20])=[CH:9][CH:8]=1.C(N(CC)CC)C.C(=O)(O)[O-].[Na+], predict the reaction product. (3) Given the reactants [H-].[Na+].[CH2:3]([OH:10])[C:4]1[CH:9]=[CH:8][CH:7]=[CH:6][CH:5]=1.[Cl:11][C:12]1[CH:17]=[C:16]([Cl:18])[C:15]([O:19][CH3:20])=[CH:14][C:13]=1[NH:21][C:22]1[C:31]2[C:26](=[CH:27][C:28](F)=[C:29]([O:32][CH3:33])[CH:30]=2)[N:25]=[CH:24][C:23]=1[C:35]#[N:36].C(=O)(O)[O-].[Na+], predict the reaction product. The product is: [CH2:3]([O:10][C:28]1[CH:27]=[C:26]2[C:31]([C:22]([NH:21][C:13]3[CH:14]=[C:15]([O:19][CH3:20])[C:16]([Cl:18])=[CH:17][C:12]=3[Cl:11])=[C:23]([C:35]#[N:36])[CH:24]=[N:25]2)=[CH:30][C:29]=1[O:32][CH3:33])[C:4]1[CH:9]=[CH:8][CH:7]=[CH:6][CH:5]=1.